From a dataset of Forward reaction prediction with 1.9M reactions from USPTO patents (1976-2016). Predict the product of the given reaction. Given the reactants [N+:1]([C:4]1[CH:5]=[C:6]([CH:10]2[O:14][CH2:13][CH2:12][O:11]2)[CH:7]=[CH:8][CH:9]=1)([O-])=O, predict the reaction product. The product is: [O:11]1[CH2:12][CH2:13][O:14][CH:10]1[C:6]1[CH:5]=[C:4]([NH2:1])[CH:9]=[CH:8][CH:7]=1.